From a dataset of Forward reaction prediction with 1.9M reactions from USPTO patents (1976-2016). Predict the product of the given reaction. Given the reactants C(OC([N:8]1[CH2:13][CH2:12][CH:11]([N:14]2[CH:18]=[C:17]([C:19]3[CH:20]=[N:21][C:22]([NH2:34])=[C:23](B4OC(C)(C)C(C)(C)O4)[CH:24]=3)[CH:16]=[N:15]2)[CH2:10][CH2:9]1)=O)(C)(C)C.I[C:36]1[S:37][C:38]2[CH2:44][CH2:43][CH2:42][CH2:41][C:39]=2[N:40]=1.C(=O)([O-])[O-].[K+].[K+].Cl, predict the reaction product. The product is: [NH:8]1[CH2:9][CH2:10][CH:11]([N:14]2[CH:18]=[C:17]([C:19]3[CH:24]=[C:23]([C:36]4[S:37][C:38]5[CH2:44][CH2:43][CH2:42][CH2:41][C:39]=5[N:40]=4)[C:22]([NH2:34])=[N:21][CH:20]=3)[CH:16]=[N:15]2)[CH2:12][CH2:13]1.